From a dataset of Reaction yield outcomes from USPTO patents with 853,638 reactions. Predict the reaction yield, written as a fraction of the theoretical maximum amount of product (1.0 means a 100% yield; for example, 0.34 means a 34% yield). (1) The reactants are [N+:1]([C:4]1[CH:5]=[CH:6][C:7]([CH:10]=[CH2:11])=[N:8][CH:9]=1)([O-:3])=[O:2].[CH3:12][S:13]([O-:15])=[O:14].[Na+].C(O)(=O)C. The catalyst is C(O)C. The product is [CH3:12][S:13]([CH2:11][CH2:10][C:7]1[CH:6]=[CH:5][C:4]([N+:1]([O-:3])=[O:2])=[CH:9][N:8]=1)(=[O:15])=[O:14]. The yield is 0.920. (2) The reactants are [N:1]1[CH:6]=[CH:5][CH:4]=[CH:3][C:2]=1[NH:7][C:8](=O)[O:9]C1C=CC=CC=1.[Cl:17][C:18]1[CH:19]=[C:20]([C:24]2[CH:25]=[CH:26][C:27]3[N:33]4[CH2:34][C@H:30]([CH2:31][CH2:32]4)[NH:29][C:28]=3[N:35]=2)[CH:21]=[CH:22][CH:23]=1. The catalyst is CN(C1C=CN=CC=1)C.C(#N)C. The product is [Cl:17][C:18]1[CH:19]=[C:20]([C:24]2[CH:25]=[CH:26][C:27]3[N:33]4[CH2:34][C@H:30]([CH2:31][CH2:32]4)[N:29]([C:8]([NH:7][C:2]4[CH:3]=[CH:4][CH:5]=[CH:6][N:1]=4)=[O:9])[C:28]=3[N:35]=2)[CH:21]=[CH:22][CH:23]=1. The yield is 0.480. (3) The reactants are C(OC([N:8]1[CH2:13][CH2:12][C:11]([CH3:26])([N:14]2[C:25]3[C:17](=[CH:18][N:19]=[C:20]4[C:24]=3[CH:23]=[CH:22][NH:21]4)[N:16]=[N:15]2)[CH2:10][CH2:9]1)=O)(C)(C)C. The catalyst is C(Cl)Cl.C(O)(C(F)(F)F)=O. The product is [CH3:26][C:11]1([N:14]2[C:25]3[C:17](=[CH:18][N:19]=[C:20]4[C:24]=3[CH:23]=[CH:22][NH:21]4)[N:16]=[N:15]2)[CH2:12][CH2:13][NH:8][CH2:9][CH2:10]1. The yield is 1.00. (4) The yield is 0.640. The catalyst is C1COCC1. The reactants are [NH2:1][C:2]1[CH:10]=[CH:9][CH:8]=[C:7]([F:11])[C:3]=1[C:4]([OH:6])=O.Cl.[F:13][C:14]1[CH:19]=[CH:18][CH:17]=[CH:16][C:15]=1[NH:20][NH2:21].C1C=CC2N(O)N=NC=2C=1.CN1CCOCC1.CCN=C=NCCCN(C)C.Cl. The product is [F:13][C:14]1[CH:19]=[CH:18][CH:17]=[CH:16][C:15]=1[NH:20][NH:21][C:4](=[O:6])[C:3]1[C:7]([F:11])=[CH:8][CH:9]=[CH:10][C:2]=1[NH2:1].